This data is from Forward reaction prediction with 1.9M reactions from USPTO patents (1976-2016). The task is: Predict the product of the given reaction. (1) Given the reactants [NH2:1][CH:2]([C:19]1[CH:20]=[CH:21][C:22]([C:25]#[N:26])=[N:23][CH:24]=1)[CH2:3][N:4]1[C:12]2[CH:11]=[CH:10][C:9]([CH3:13])=[CH:8][C:7]=2[C:6]2[CH2:14][N:15]([CH3:18])[CH2:16][CH2:17][C:5]1=2.[OH-:27].[K+], predict the reaction product. The product is: [NH2:1][CH:2]([C:19]1[CH:20]=[CH:21][C:22]([C:25]([NH2:26])=[O:27])=[N:23][CH:24]=1)[CH2:3][N:4]1[C:12]2[CH:11]=[CH:10][C:9]([CH3:13])=[CH:8][C:7]=2[C:6]2[CH2:14][N:15]([CH3:18])[CH2:16][CH2:17][C:5]1=2. (2) Given the reactants C[O:2][C:3](=[O:35])[CH2:4][O:5][C:6]1[CH:11]=[CH:10][C:9]([N:12]([CH2:14][C:15]2[C:16]([CH:31]3[CH2:33][CH2:32]3)=[N:17][C:18]([C:21]3[CH:26]=[CH:25][C:24]([C:27]([F:30])([F:29])[F:28])=[CH:23][CH:22]=3)=[N:19][CH:20]=2)[CH3:13])=[CH:8][C:7]=1[CH3:34].[Li+].[OH-], predict the reaction product. The product is: [CH:31]1([C:16]2[C:15]([CH2:14][N:12]([CH3:13])[C:9]3[CH:10]=[CH:11][C:6]([O:5][CH2:4][C:3]([OH:35])=[O:2])=[C:7]([CH3:34])[CH:8]=3)=[CH:20][N:19]=[C:18]([C:21]3[CH:26]=[CH:25][C:24]([C:27]([F:29])([F:30])[F:28])=[CH:23][CH:22]=3)[N:17]=2)[CH2:33][CH2:32]1. (3) Given the reactants [C:1]([C:3]1[CH:4]=[C:5]([C:13]2[S:17][C:16]([C:18]3[CH:26]=[CH:25][CH:24]=[C:23]4[C:19]=3[CH2:20][CH2:21][C@@H:22]4[NH:27]C(=O)OC(C)(C)C)=[N:15][CH:14]=2)[CH:6]=[CH:7][C:8]=1[O:9][CH:10]([CH3:12])[CH3:11])#[N:2].[ClH:35], predict the reaction product. The product is: [ClH:35].[NH2:27][C@@H:22]1[C:23]2[C:19](=[C:18]([C:16]3[S:17][C:13]([C:5]4[CH:6]=[CH:7][C:8]([O:9][CH:10]([CH3:12])[CH3:11])=[C:3]([CH:4]=4)[C:1]#[N:2])=[CH:14][N:15]=3)[CH:26]=[CH:25][CH:24]=2)[CH2:20][CH2:21]1. (4) The product is: [Cl:20][C:5]1[C:6]([NH:9][C@@H:10]2[C@@H:15]3[CH2:16][C@@H:12]([CH:13]=[CH:14]3)[C@@H:11]2[C:17]([NH2:19])=[O:18])=[C:7]2[N:8]=[C:21]([C:23]3[CH:30]=[CH:29][C:26]([C:27]#[N:28])=[CH:25][CH:24]=3)[NH:1][C:2]2=[N:3][CH:4]=1. Given the reactants [NH2:1][C:2]1[C:7]([NH2:8])=[C:6]([NH:9][C@@H:10]2[C@@H:15]3[CH2:16][C@@H:12]([CH:13]=[CH:14]3)[C@@H:11]2[C:17]([NH2:19])=[O:18])[C:5]([Cl:20])=[CH:4][N:3]=1.[CH:21]([C:23]1[CH:30]=[CH:29][C:26]([C:27]#[N:28])=[CH:25][CH:24]=1)=O.C([O-])(=O)C.[NH4+], predict the reaction product. (5) Given the reactants C([O-])(=O)C.[Na+].[CH3:6][O:7][C:8](=[O:12])[CH:9](Br)[CH3:10].[CH3:13][O:14][C:15]1[CH:35]=[C:34]([O:36][CH3:37])[CH:33]=[C:32]([O:38][CH3:39])[C:16]=1/[CH:17]=[CH:18]/[S:19]([CH2:22][C:23]1[CH:24]=[CH:25][C:26]([O:30][CH3:31])=[C:27]([NH2:29])[CH:28]=1)(=[O:21])=[O:20], predict the reaction product. The product is: [CH3:13][O:14][C:15]1[CH:35]=[C:34]([O:36][CH3:37])[CH:33]=[C:32]([O:38][CH3:39])[C:16]=1/[CH:17]=[CH:18]/[S:19]([CH2:22][C:23]1[CH:24]=[CH:25][C:26]([O:30][CH3:31])=[C:27]([NH:29][CH:9]([CH3:10])[C:8]([O:7][CH3:6])=[O:12])[CH:28]=1)(=[O:21])=[O:20].